From a dataset of Reaction yield outcomes from USPTO patents with 853,638 reactions. Predict the reaction yield, written as a fraction of the theoretical maximum amount of product (1.0 means a 100% yield; for example, 0.34 means a 34% yield). (1) The reactants are [CH2:1]([C:4]1[CH:9]=[N:8][CH:7]=[CH:6][N:5]=1)[CH2:2][CH3:3].C[Si]([N-][Si](C)(C)C)(C)C.[Na+].[C:20]([C:23]1[CH:30]=[CH:29][C:26]([C:27]#[N:28])=[CH:25][CH:24]=1)(=O)[CH3:21].C(=O)(O)[O-:32].[Na+]. The catalyst is O1CCCC1. The product is [CH2:2]([C:1]1[C:4]2[C:9](=[N:8][CH:7]=[CH:6][N:5]=2)[NH:28][C:27]=1[C:26]1[CH:29]=[CH:30][C:23]([CH2:20][CH:21]=[O:32])=[CH:24][CH:25]=1)[CH3:3]. The yield is 0.303. (2) The reactants are [NH2:1][C:2]1[CH:7]=[C:6]([Cl:8])[CH:5]=[CH:4][C:3]=1[SH:9].Cl[CH2:11][C:12]1[CH:16]=[C:15]([N+:17]([O-:19])=[O:18])[NH:14][N:13]=1.C([O-])([O-])=O.[K+].[K+]. The catalyst is CN(C=O)C. The product is [Cl:8][C:6]1[CH:5]=[CH:4][C:3]([S:9][CH2:11][C:12]2[CH:16]=[C:15]([N+:17]([O-:19])=[O:18])[NH:14][N:13]=2)=[C:2]([CH:7]=1)[NH2:1]. The yield is 0.490. (3) The reactants are [Br:1][C:2]1[CH:3]=[C:4]([CH:14]=[CH:15][CH:16]=1)[CH2:5][CH2:6][NH:7][C:8](=[O:13])[C:9]([F:12])([F:11])[F:10].[Cl:17][S:18](O)(=[O:20])=[O:19]. The catalyst is C(Cl)Cl. The product is [Br:1][C:2]1[CH:16]=[CH:15][C:14]([S:18]([Cl:17])(=[O:20])=[O:19])=[C:4]([CH2:5][CH2:6][NH:7][C:8](=[O:13])[C:9]([F:11])([F:12])[F:10])[CH:3]=1. The yield is 0.820. (4) The reactants are [NH2:1][C:2]1[CH:6]=[C:5]([C:7]2[CH:12]=[CH:11][N:10]=[CH:9][CH:8]=2)[S:4][C:3]=1[C:13]([OH:15])=O.[Cl-].[NH4+].C([N:20](CC)CC)C.ON1C2C=CC=CC=2N=N1.Cl.C(N=C=NCCCN(C)C)C.C(=O)([O-])O.[Na+]. The catalyst is CN(C=O)C. The product is [NH2:1][C:2]1[CH:6]=[C:5]([C:7]2[CH:12]=[CH:11][N:10]=[CH:9][CH:8]=2)[S:4][C:3]=1[C:13]([NH2:20])=[O:15]. The yield is 0.840. (5) The reactants are [OH:1][C:2]1[C:11]([CH:12]=[O:13])=[C:10]2[C:5]([C:6](=[O:25])[C:7]([CH3:24])=[C:8]([CH:14]3[CH2:19][CH2:18][N:17]([C:20](=[O:23])[CH2:21][CH3:22])[CH2:16][CH2:15]3)[O:9]2)=[CH:4][CH:3]=1.[CH2:26](Br)[C:27]1[CH:32]=[CH:31][CH:30]=[CH:29][CH:28]=1.C(=O)([O-])[O-].[K+].[K+].O. The catalyst is CN(C)C=O. The product is [CH2:26]([O:1][C:2]1[C:11]([CH:12]=[O:13])=[C:10]2[C:5]([C:6](=[O:25])[C:7]([CH3:24])=[C:8]([CH:14]3[CH2:15][CH2:16][N:17]([C:20](=[O:23])[CH2:21][CH3:22])[CH2:18][CH2:19]3)[O:9]2)=[CH:4][CH:3]=1)[C:27]1[CH:32]=[CH:31][CH:30]=[CH:29][CH:28]=1. The yield is 0.970. (6) The reactants are [CH2:1]([C:8]1[C:13]([O:14][CH2:15][C:16]2[CH:21]=[CH:20][CH:19]=[CH:18][CH:17]=2)=[CH:12][C:11]([O:22][CH2:23][C:24]2[CH:29]=[CH:28][CH:27]=[CH:26][CH:25]=2)=[CH:10][C:9]=1[OH:30])[C:2]1[CH:7]=[CH:6][CH:5]=[CH:4][CH:3]=1.[CH2:31]([O:38][C:39]1[CH:40]=[C:41]([CH:46]=[CH:47][C:48]=1[O:49][CH2:50][C:51]1[CH:56]=[CH:55][CH:54]=[CH:53][CH:52]=1)/[CH:42]=[CH:43]/[CH2:44]O)[C:32]1[CH:37]=[CH:36][CH:35]=[CH:34][CH:33]=1. The catalyst is C(Cl)Cl. The product is [CH2:23]([O:22][C:11]1[CH:12]=[C:13]([O:14][CH2:15][C:16]2[CH:21]=[CH:20][CH:19]=[CH:18][CH:17]=2)[C:8]([CH2:1][C:2]2[CH:3]=[CH:4][CH:5]=[CH:6][CH:7]=2)=[C:9]([OH:30])[C:10]=1[CH2:44]/[CH:43]=[CH:42]/[C:41]1[CH:46]=[CH:47][C:48]([O:49][CH2:50][C:51]2[CH:56]=[CH:55][CH:54]=[CH:53][CH:52]=2)=[C:39]([O:38][CH2:31][C:32]2[CH:33]=[CH:34][CH:35]=[CH:36][CH:37]=2)[CH:40]=1)[C:24]1[CH:25]=[CH:26][CH:27]=[CH:28][CH:29]=1. The yield is 0.460. (7) The reactants are Cl[C:2](Cl)(Cl)[CH:3]([OH:5])O.S([O-])([O-])(=O)=O.[Na+].[Na+].[CH:15]([C:18]1[CH:24]=[CH:23][CH:22]=[CH:21][C:19]=1[NH2:20])([CH3:17])[CH3:16].Cl.Cl.[NH2:27][OH:28]. The catalyst is O. The product is [OH:28][N:27]=[CH:2][C:3]([NH:20][C:19]1[CH:21]=[CH:22][CH:23]=[CH:24][C:18]=1[CH:15]([CH3:17])[CH3:16])=[O:5]. The yield is 0.350. (8) The reactants are [NH2:1][C:2]1[CH:7]=[CH:6][C:5]([SH:8])=[CH:4][CH:3]=1.Cl[CH2:10][C:11]([NH:13][CH2:14][CH2:15][CH2:16][CH2:17][CH2:18][C:19]([NH:21][C:22]1[CH:31]=[CH:30][C:29]2[C:24](=[CH:25][CH:26]=[CH:27][CH:28]=2)[N:23]=1)=[O:20])=[O:12].C(N(CC)CC)C. The catalyst is C1COCC1. The product is [NH2:1][C:2]1[CH:7]=[CH:6][C:5]([S:8][CH2:10][C:11]([NH:13][CH2:14][CH2:15][CH2:16][CH2:17][CH2:18][C:19]([NH:21][C:22]2[CH:31]=[CH:30][C:29]3[C:24](=[CH:25][CH:26]=[CH:27][CH:28]=3)[N:23]=2)=[O:20])=[O:12])=[CH:4][CH:3]=1. The yield is 0.430.